From a dataset of Full USPTO retrosynthesis dataset with 1.9M reactions from patents (1976-2016). Predict the reactants needed to synthesize the given product. (1) Given the product [CH3:18][C:15]1[CH:14]=[CH:13][C:12]([CH:21]=[O:22])=[CH:17][N:16]=1, predict the reactants needed to synthesize it. The reactants are: C([Li])CCC.C([Mg]Cl)(C)C.Br[C:12]1[CH:13]=[CH:14][C:15]([CH3:18])=[N:16][CH:17]=1.CN(C)[CH:21]=[O:22].[Cl-].[NH4+]. (2) Given the product [CH:11]([C:10]1[C:3]2[C:2]([N:15]3[CH2:16][CH:17]4[CH2:24][CH:14]3[CH2:19][CH:18]4[O:20][CH2:21][CH2:22][OH:23])=[N:7][CH:6]=[N:5][C:4]=2[S:8][CH:9]=1)([CH3:13])[CH3:12], predict the reactants needed to synthesize it. The reactants are: Cl[C:2]1[C:3]2[C:10]([CH:11]([CH3:13])[CH3:12])=[CH:9][S:8][C:4]=2[N:5]=[CH:6][N:7]=1.[CH:14]12[CH2:24][CH:17]([CH:18]([O:20][CH2:21][CH2:22][OH:23])[CH2:19]1)[CH2:16][NH:15]2.C(N(CC)CC)C.C(O)C.